From a dataset of Reaction yield outcomes from USPTO patents with 853,638 reactions. Predict the reaction yield, written as a fraction of the theoretical maximum amount of product (1.0 means a 100% yield; for example, 0.34 means a 34% yield). (1) The reactants are [CH2:1]([NH:4][C:5]1[N:6]=[C:7](Cl)[C:8]2[CH:13]=[CH:12][N:11]([CH3:14])[C:9]=2[N:10]=1)[CH2:2][CH3:3].C(=O)([O-])[O-].[K+].[K+].Cl.[CH3:23][NH:24][CH3:25]. The catalyst is O. The product is [CH2:1]([NH:4][C:5]1[N:6]=[C:7]([N:24]([CH3:25])[CH3:23])[C:8]2[CH:13]=[CH:12][N:11]([CH3:14])[C:9]=2[N:10]=1)[CH2:2][CH3:3]. The yield is 0.760. (2) The reactants are [NH2:1][C@H:2]([C:10]([OH:12])=[O:11])[CH2:3][CH2:4][CH2:5][NH:6][C:7](=[NH:9])[NH2:8].S(=O)(=O)(O)O.[CH2:18](O)[CH2:19][CH2:20][CH2:21][CH2:22][CH2:23][CH2:24][CH2:25][CH2:26][CH2:27][CH2:28][CH3:29]. The catalyst is C(OCC)C. The product is [CH2:29]([O:11][C:10](=[O:12])[C@H:2]([CH2:3][CH2:4][CH2:5][NH:6][C:7](=[NH:8])[NH2:9])[NH2:1])[CH2:28][CH2:27][CH2:26][CH2:25][CH2:24][CH2:23][CH2:22][CH2:21][CH2:20][CH2:19][CH3:18]. The yield is 0.860.